Dataset: Reaction yield outcomes from USPTO patents with 853,638 reactions. Task: Predict the reaction yield, written as a fraction of the theoretical maximum amount of product (1.0 means a 100% yield; for example, 0.34 means a 34% yield). (1) The reactants are [I-:1].[Na+].Cl[CH2:4][C:5](=[CH2:20])[CH2:6][O:7][C:8]1[CH:17]=[CH:16][C:11]([C:12]([O:14][CH3:15])=[O:13])=[CH:10][C:9]=1[CH:18]=[O:19]. The catalyst is CC(C)=O. The product is [I:1][CH2:4][C:5](=[CH2:20])[CH2:6][O:7][C:8]1[CH:17]=[CH:16][C:11]([C:12]([O:14][CH3:15])=[O:13])=[CH:10][C:9]=1[CH:18]=[O:19]. The yield is 0.910. (2) The reactants are I[C:2]1[CH:7]=[CH:6][CH:5]=[CH:4][N:3]=1.[CH2:8]([C:12]1[N:16]([CH2:17][CH2:18][C:19]2[CH:24]=[CH:23][CH:22]=[CH:21][CH:20]=2)[C:15]2[CH:25]=[CH:26][CH:27]=[CH:28][C:14]=2[N:13]=1)[CH2:9][C:10]#[CH:11]. No catalyst specified. The product is [CH2:17]([N:16]1[C:15]2[CH:25]=[CH:26][CH:27]=[CH:28][C:14]=2[N:13]=[C:12]1[CH2:8][CH2:9][C:10]#[C:11][C:2]1[CH:7]=[CH:6][CH:5]=[CH:4][N:3]=1)[CH2:18][C:19]1[CH:20]=[CH:21][CH:22]=[CH:23][CH:24]=1. The yield is 0.250.